Dataset: Peptide-MHC class II binding affinity with 134,281 pairs from IEDB. Task: Regression. Given a peptide amino acid sequence and an MHC pseudo amino acid sequence, predict their binding affinity value. This is MHC class II binding data. (1) The peptide sequence is IPAGELQIIDKIDAA. The MHC is DRB5_0101 with pseudo-sequence DRB5_0101. The binding affinity (normalized) is 0.175. (2) The binding affinity (normalized) is 0.372. The peptide sequence is QNSLSTEWSPCSVT. The MHC is DRB1_0401 with pseudo-sequence DRB1_0401. (3) The peptide sequence is LLKLTVAVGLHFHEM. The MHC is DRB1_0404 with pseudo-sequence DRB1_0404. The binding affinity (normalized) is 0.402.